This data is from Full USPTO retrosynthesis dataset with 1.9M reactions from patents (1976-2016). The task is: Predict the reactants needed to synthesize the given product. (1) Given the product [C:1]([N:4]1[C:12]2[C:7](=[CH:8][C:9]([C:13](=[O:15])[CH3:14])=[CH:10][CH:11]=2)[C:6](=[C:17]([O:21][CH3:22])[CH2:18][CH2:19][CH3:20])[C:5]1=[O:16])(=[O:3])[CH3:2], predict the reactants needed to synthesize it. The reactants are: [C:1]([N:4]1[C:12]2[C:7](=[CH:8][C:9]([C:13](=[O:15])[CH3:14])=[CH:10][CH:11]=2)[CH2:6][C:5]1=[O:16])(=[O:3])[CH3:2].[C:17](OC)(OC)([O:21][CH3:22])[CH2:18][CH2:19][CH3:20]. (2) Given the product [NH4+:1].[OH-:17].[CH3:11][N:8]([C:9]1[CH:5]=[CH:4][N:3]=[CH:2][CH:22]=1)[CH3:7], predict the reactants needed to synthesize it. The reactants are: [NH2:1][C:2]1N=[C:9]2[C:5](N=[CH:7][N:8]2[CH2:11]/C(/F)=C\CCP(=O)(O)[OH:17])=[C:4](Cl)[N:3]=1.[CH2:22](OCCCO)CCCCCCCCCCCCCCC.C(N=C=NC(C)C)(C)C.O. (3) Given the product [CH2:1]([N:3]1[CH2:8][CH2:7][N:6]([CH2:16][CH2:17][OH:18])[CH2:5][CH2:4]1)[CH3:2], predict the reactants needed to synthesize it. The reactants are: [CH2:1]([N:3]1[CH2:8][CH2:7][NH:6][CH2:5][CH2:4]1)[CH3:2].C(=O)([O-])[O-].[K+].[K+].Br[CH2:16][CH2:17][OH:18]. (4) The reactants are: [CH3:1][N:2]1[C:8]2[CH:9]=[CH:10][C:11]([N:13]3[CH2:17][C@H:16]([C:18]([O:20]C)=O)[O:15][C:14]3=[O:22])=[CH:12][C:7]=2[CH2:6][CH2:5][O:4][C:3]1=[O:23].[NH3:24]. Given the product [CH3:1][N:2]1[C:8]2[CH:9]=[CH:10][C:11]([N:13]3[CH2:17][C@H:16]([C:18]([NH2:24])=[O:20])[O:15][C:14]3=[O:22])=[CH:12][C:7]=2[CH2:6][CH2:5][O:4][C:3]1=[O:23], predict the reactants needed to synthesize it.